From a dataset of TCR-epitope binding with 47,182 pairs between 192 epitopes and 23,139 TCRs. Binary Classification. Given a T-cell receptor sequence (or CDR3 region) and an epitope sequence, predict whether binding occurs between them. (1) The epitope is IQYIDIGNY. The TCR CDR3 sequence is CASRGNQPQHF. Result: 1 (the TCR binds to the epitope). (2) The epitope is PKYVKQNTLKLAT. The TCR CDR3 sequence is CASSTPGTGSSPLHF. Result: 1 (the TCR binds to the epitope). (3) The epitope is FLNRFTTTL. The TCR CDR3 sequence is CASSQDWGRITDTQYF. Result: 1 (the TCR binds to the epitope). (4) The epitope is KRWIIMGLNK. The TCR CDR3 sequence is CATTSGTGDYEQYF. Result: 0 (the TCR does not bind to the epitope). (5) The epitope is SEETGTLIV. The TCR CDR3 sequence is CSAREVYYNSPLHF. Result: 0 (the TCR does not bind to the epitope). (6) The epitope is KTSVDCTMYI. The TCR CDR3 sequence is CSARGGTGELNEQFF. Result: 0 (the TCR does not bind to the epitope). (7) The epitope is ISDYDYYRY. The TCR CDR3 sequence is CASSLELAGGRGNEQFF. Result: 1 (the TCR binds to the epitope). (8) The epitope is KRWIILGLNK. The TCR CDR3 sequence is CASSPGTSSYEQYF. Result: 1 (the TCR binds to the epitope). (9) The epitope is NLNESLIDL. The TCR CDR3 sequence is CASSQDGSPLHF. Result: 1 (the TCR binds to the epitope).